This data is from Catalyst prediction with 721,799 reactions and 888 catalyst types from USPTO. The task is: Predict which catalyst facilitates the given reaction. Reactant: [OH-].[K+].[CH3:3][O:4][C:5]1[CH:6]=[C:7]2[C:11](=[CH:12][CH:13]=1)[C:10](=[O:14])[CH2:9][CH2:8]2.[CH:15](=O)[CH2:16][CH2:17][CH3:18]. Product: [CH2:15]([CH:9]1[CH2:8][C:7]2[C:11](=[CH:12][CH:13]=[C:5]([O:4][CH3:3])[CH:6]=2)[C:10]1=[O:14])[CH2:16][CH2:17][CH3:18]. The catalyst class is: 63.